From a dataset of NCI-60 drug combinations with 297,098 pairs across 59 cell lines. Regression. Given two drug SMILES strings and cell line genomic features, predict the synergy score measuring deviation from expected non-interaction effect. (1) Drug 1: C1=CC(=CC=C1CCC2=CNC3=C2C(=O)NC(=N3)N)C(=O)NC(CCC(=O)O)C(=O)O. Drug 2: CS(=O)(=O)CCNCC1=CC=C(O1)C2=CC3=C(C=C2)N=CN=C3NC4=CC(=C(C=C4)OCC5=CC(=CC=C5)F)Cl. Cell line: MALME-3M. Synergy scores: CSS=14.1, Synergy_ZIP=1.62, Synergy_Bliss=7.91, Synergy_Loewe=-0.336, Synergy_HSA=5.51. (2) Drug 1: CC(C)CN1C=NC2=C1C3=CC=CC=C3N=C2N. Drug 2: B(C(CC(C)C)NC(=O)C(CC1=CC=CC=C1)NC(=O)C2=NC=CN=C2)(O)O. Cell line: HOP-92. Synergy scores: CSS=17.2, Synergy_ZIP=2.24, Synergy_Bliss=4.10, Synergy_Loewe=-6.56, Synergy_HSA=0.711. (3) Drug 1: C1CC(=O)NC(=O)C1N2CC3=C(C2=O)C=CC=C3N. Drug 2: CC12CCC3C(C1CCC2OP(=O)(O)O)CCC4=C3C=CC(=C4)OC(=O)N(CCCl)CCCl.[Na+]. Cell line: MDA-MB-231. Synergy scores: CSS=1.56, Synergy_ZIP=-1.54, Synergy_Bliss=-0.208, Synergy_Loewe=-0.0883, Synergy_HSA=0.178. (4) Drug 1: CC1C(C(CC(O1)OC2CC(CC3=C2C(=C4C(=C3O)C(=O)C5=C(C4=O)C(=CC=C5)OC)O)(C(=O)C)O)N)O.Cl. Drug 2: C1=CC(=CC=C1C#N)C(C2=CC=C(C=C2)C#N)N3C=NC=N3. Cell line: DU-145. Synergy scores: CSS=20.3, Synergy_ZIP=-3.42, Synergy_Bliss=4.64, Synergy_Loewe=4.14, Synergy_HSA=4.14. (5) Drug 1: C1CC(=O)NC(=O)C1N2CC3=C(C2=O)C=CC=C3N. Drug 2: C1C(C(OC1N2C=C(C(=O)NC2=O)F)CO)O. Cell line: U251. Synergy scores: CSS=46.3, Synergy_ZIP=-3.22, Synergy_Bliss=-4.79, Synergy_Loewe=-39.6, Synergy_HSA=-1.06.